From a dataset of Full USPTO retrosynthesis dataset with 1.9M reactions from patents (1976-2016). Predict the reactants needed to synthesize the given product. Given the product [CH:1]([N:14]1[CH2:17][CH:16]([CH2:18][O:19][C:20]2[C:32]([CH:35]3[CH2:37][CH2:36]3)=[CH:31][C:23]([C:24]([O:26][C:27]([CH3:30])([CH3:29])[CH3:28])=[O:25])=[C:22]([F:34])[CH:21]=2)[CH2:15]1)([C:8]1[CH:13]=[CH:12][CH:11]=[CH:10][CH:9]=1)[C:2]1[CH:7]=[CH:6][CH:5]=[CH:4][CH:3]=1, predict the reactants needed to synthesize it. The reactants are: [CH:1]([N:14]1[CH2:17][CH:16]([CH2:18][O:19][C:20]2[C:32](Cl)=[CH:31][C:23]([C:24]([O:26][C:27]([CH3:30])([CH3:29])[CH3:28])=[O:25])=[C:22]([F:34])[CH:21]=2)[CH2:15]1)([C:8]1[CH:13]=[CH:12][CH:11]=[CH:10][CH:9]=1)[C:2]1[CH:7]=[CH:6][CH:5]=[CH:4][CH:3]=1.[CH:35]1(B(O)O)[CH2:37][CH2:36]1.P([O-])([O-])([O-])=O.[K+].[K+].[K+].[F-].[K+].